Task: Predict the product of the given reaction.. Dataset: Forward reaction prediction with 1.9M reactions from USPTO patents (1976-2016) (1) Given the reactants [OH:1][C:2]([C:4]([F:7])([F:6])[F:5])=[O:3].C([N:15]1[CH:24]([CH3:25])[CH2:23][C:22]2[C:17](=[N:18][C:19]([N:31]3[CH2:36][CH2:35][CH:34]([O:37][C:38]4[CH:43]=[CH:42][C:41]([F:44])=[CH:40][C:39]=4[F:45])[CH2:33][CH2:32]3)=[C:20]([NH:26][CH2:27][CH:28]([F:30])[F:29])[N:21]=2)[CH2:16]1)C1C=CC=CC=1, predict the reaction product. The product is: [F:30][CH:28]([F:29])[CH2:27][NH:26][C:20]1[N:21]=[C:22]2[CH2:23][CH:24]([CH3:25])[NH:15][CH2:16][C:17]2=[N:18][C:19]=1[N:31]1[CH2:32][CH2:33][CH:34]([O:37][C:38]2[CH:43]=[CH:42][C:41]([F:44])=[CH:40][C:39]=2[F:45])[CH2:35][CH2:36]1.[C:2]([OH:3])([C:4]([F:7])([F:6])[F:5])=[O:1]. (2) Given the reactants O=[C:2]1[CH2:7][CH2:6][O:5][CH2:4][CH:3]1[C:8]([O:10]C)=O.Cl.[Cl:13][CH:14]([CH3:18])[C:15](=[NH:17])[NH2:16].C(N(CC)CC)C, predict the reaction product. The product is: [Cl:13][CH:14]([C:15]1[NH:17][C:8](=[O:10])[C:3]2[CH2:4][O:5][CH2:6][CH2:7][C:2]=2[N:16]=1)[CH3:18]. (3) Given the reactants [NH2:1][C:2]1[S:3][C:4]([C:10]2[CH:11]=[N:12][C:13]([N:16]3[CH2:21][CH2:20][O:19][CH2:18][CH2:17]3)=[CH:14][CH:15]=2)=[CH:5][C:6]=1[C:7]([NH2:9])=[O:8].Cl[C:23]1[N:28]=[C:27]([CH3:29])[C:26]([CH:30]([OH:35])[C:31]([F:34])([F:33])[F:32])=[CH:25][CH:24]=1, predict the reaction product. The product is: [CH3:29][C:27]1[N:28]=[C:23]([NH:1][C:2]2[S:3][C:4]([C:10]3[CH:11]=[N:12][C:13]([N:16]4[CH2:21][CH2:20][O:19][CH2:18][CH2:17]4)=[CH:14][CH:15]=3)=[CH:5][C:6]=2[C:7]([NH2:9])=[O:8])[CH:24]=[CH:25][C:26]=1[CH:30]([OH:35])[C:31]([F:34])([F:32])[F:33]. (4) Given the reactants Cl[C:2]1[CH:11]=[CH:10][C:9]2[C:4](=[CH:5][CH:6]=[C:7]([I:12])[CH:8]=2)[N:3]=1.[CH2:13]([CH2:15][NH2:16])O.S(Cl)(Cl)=O, predict the reaction product. The product is: [I:12][C:7]1[CH:8]=[C:9]2[C:4](=[CH:5][CH:6]=1)[N:3]1[CH2:13][CH2:15][N:16]=[C:2]1[CH:11]=[CH:10]2. (5) Given the reactants [CH2:1]([CH:5]=P(C1C=CC=CC=1)(C1C=CC=CC=1)C1C=CC=CC=1)[CH2:2][CH2:3][CH3:4].[CH3:25][O:26][C:27]1[CH:28]=[C:29]([C:35]2([CH:40]=O)[CH2:39][CH2:38][CH2:37][CH2:36]2)[CH:30]=[C:31]([O:33][CH3:34])[CH:32]=1, predict the reaction product. The product is: [CH3:34][O:33][C:31]1[CH:30]=[C:29]([C:35]2([CH:40]=[CH:5][CH2:1][CH2:2][CH2:3][CH3:4])[CH2:36][CH2:37][CH2:38][CH2:39]2)[CH:28]=[C:27]([O:26][CH3:25])[CH:32]=1. (6) Given the reactants [CH2:1]([N:8]1[CH2:31][CH:30]([CH:32]([OH:35])CO)[O:29][C:10]2([CH2:15][CH2:14][N:13]([C:16]([C:18]3[CH:23]=[CH:22][C:21]([O:24][CH:25]([CH3:27])[CH3:26])=[C:20]([CH3:28])[CH:19]=3)=[O:17])[CH2:12][CH2:11]2)[CH2:9]1)[C:2]1[CH:7]=[CH:6][CH:5]=[CH:4][CH:3]=1.CC([OH:40])(C)C.CC(=CC)C.[O-]Cl=O.[Na+], predict the reaction product. The product is: [CH2:1]([N:8]1[CH2:31][CH:30]([C:32]([OH:40])=[O:35])[O:29][C:10]2([CH2:11][CH2:12][N:13]([C:16](=[O:17])[C:18]3[CH:23]=[CH:22][C:21]([O:24][CH:25]([CH3:26])[CH3:27])=[C:20]([CH3:28])[CH:19]=3)[CH2:14][CH2:15]2)[CH2:9]1)[C:2]1[CH:7]=[CH:6][CH:5]=[CH:4][CH:3]=1. (7) Given the reactants [CH3:1][O:2][C:3]1[CH:8]=[C:7]([C:9]2[C:13]3[CH2:14][CH2:15][CH2:16][C:17](=[O:18])[C:12]=3[O:11][N:10]=2)[CH:6]=[CH:5][C:4]=1[NH:19][CH:20]=[O:21].C([O-])([O-])=O.[Cs+].[Cs+].Cl[CH2:29][C:30](=[O:32])[CH3:31].O, predict the reaction product. The product is: [CH3:1][O:2][C:3]1[CH:8]=[C:7]([C:9]2[C:13]3[CH2:14][CH2:15][CH2:16][C:17](=[O:18])[C:12]=3[O:11][N:10]=2)[CH:6]=[CH:5][C:4]=1[N:19]([CH2:29][C:30](=[O:32])[CH3:31])[CH:20]=[O:21]. (8) Given the reactants O[C:2]1[C:7]([CH2:8][CH2:9][C:10]([O:12][CH2:13][CH3:14])=[O:11])=[CH:6][N:5]=[C:4](/[CH:15]=[CH:16]/[C:17]2[CH:22]=[CH:21][CH:20]=[CH:19][CH:18]=2)[N:3]=1.O=P(Cl)(Cl)[Cl:25], predict the reaction product. The product is: [Cl:25][C:2]1[C:7]([CH2:8][CH2:9][C:10]([O:12][CH2:13][CH3:14])=[O:11])=[CH:6][N:5]=[C:4](/[CH:15]=[CH:16]/[C:17]2[CH:22]=[CH:21][CH:20]=[CH:19][CH:18]=2)[N:3]=1. (9) Given the reactants [F:1][C:2]1[CH:26]=[C:25]([N+:27]([O-:29])=[O:28])[CH:24]=[CH:23][C:3]=1[O:4][C:5]1[CH:10]=[CH:9][N:8]=[C:7]2[CH:11]=[C:12]([C:14]3[N:15]([CH3:22])[C:16]([C:19](O)=[O:20])=[CH:17][N:18]=3)[S:13][C:6]=12.CN(C=O)C.C(Cl)(=O)C([Cl:38])=O, predict the reaction product. The product is: [F:1][C:2]1[CH:26]=[C:25]([N+:27]([O-:29])=[O:28])[CH:24]=[CH:23][C:3]=1[O:4][C:5]1[CH:10]=[CH:9][N:8]=[C:7]2[CH:11]=[C:12]([C:14]3[N:15]([CH3:22])[C:16]([C:19]([Cl:38])=[O:20])=[CH:17][N:18]=3)[S:13][C:6]=12. (10) Given the reactants [F:1][C:2]1[CH:7]=[C:6]([N+:8]([O-])=O)[CH:5]=[CH:4][C:3]=1[Si:11]([CH3:14])([CH3:13])[CH3:12], predict the reaction product. The product is: [F:1][C:2]1[CH:7]=[C:6]([CH:5]=[CH:4][C:3]=1[Si:11]([CH3:14])([CH3:13])[CH3:12])[NH2:8].